This data is from Full USPTO retrosynthesis dataset with 1.9M reactions from patents (1976-2016). The task is: Predict the reactants needed to synthesize the given product. (1) The reactants are: [NH2:1][C:2]1[CH:3]=[C:4]([C:8]2[CH:9]=[CH:10][CH:11]=[C:12]3[C:17]=2[N:16]=[C:15]([NH:18][C:19]2[CH:24]=[CH:23][C:22]([N:25]4[CH2:30][CH2:29][N:28]([CH3:31])[CH2:27][CH2:26]4)=[CH:21][CH:20]=2)[N:14]=[CH:13]3)[CH:5]=[CH:6][CH:7]=1.[C:32](Cl)(=[O:35])[CH:33]=[CH2:34]. Given the product [CH3:31][N:28]1[CH2:27][CH2:26][N:25]([C:22]2[CH:21]=[CH:20][C:19]([NH:18][C:15]3[N:14]=[CH:13][C:12]4[C:17](=[C:8]([C:4]5[CH:3]=[C:2]([NH:1][C:32](=[O:35])[CH:33]=[CH2:34])[CH:7]=[CH:6][CH:5]=5)[CH:9]=[CH:10][CH:11]=4)[N:16]=3)=[CH:24][CH:23]=2)[CH2:30][CH2:29]1, predict the reactants needed to synthesize it. (2) Given the product [CH:1]1(/[C:5](/[C:35]2[CH:40]=[CH:39][CH:38]=[CH:37][CH:36]=2)=[C:6](/[C:23]2[CH:28]=[CH:27][C:26](/[CH:29]=[CH:30]/[C:31](=[N:33]/[OH:34])/[NH2:32])=[CH:25][CH:24]=2)\[C:7]2[CH:8]=[C:9]3[C:13](=[CH:14][CH:15]=2)[NH:12][N:11]=[C:10]3[F:22])[CH2:4][CH2:3][CH2:2]1, predict the reactants needed to synthesize it. The reactants are: [CH:1]1(/[C:5](/[C:35]2[CH:40]=[CH:39][CH:38]=[CH:37][CH:36]=2)=[C:6](/[C:23]2[CH:28]=[CH:27][C:26](/[CH:29]=[CH:30]/[C:31](=[N:33]/[OH:34])/[NH2:32])=[CH:25][CH:24]=2)\[C:7]2[CH:8]=[C:9]3[C:13](=[CH:14][CH:15]=2)[N:12](C2CCCCO2)[N:11]=[C:10]3[F:22])[CH2:4][CH2:3][CH2:2]1.